This data is from Catalyst prediction with 721,799 reactions and 888 catalyst types from USPTO. The task is: Predict which catalyst facilitates the given reaction. (1) Reactant: [Cl:1][C:2]1[CH:3]=[C:4]([CH:7]=[C:8]([O:10][C:11]2[C:19]3[N:18]=[CH:17][NH:16][C:15]=3[CH:14]=[CH:13][C:12]=2[Cl:20])[CH:9]=1)[C:5]#[N:6].Br[CH2:22][C:23]1[C:31]2[C:26](=[N:27][CH:28]=[CH:29][CH:30]=2)[N:25](C(OC(C)(C)C)=O)[N:24]=1.C(=O)([O-])[O-].[Cs+].[Cs+]. Product: [ClH:1].[ClH:1].[Cl:1][C:2]1[CH:3]=[C:4]([CH:7]=[C:8]([O:10][C:11]2[C:19]3[N:18]=[CH:17][N:16]([CH2:22][C:23]4[C:31]5[C:26](=[N:27][CH:28]=[CH:29][CH:30]=5)[NH:25][N:24]=4)[C:15]=3[CH:14]=[CH:13][C:12]=2[Cl:20])[CH:9]=1)[C:5]#[N:6]. The catalyst class is: 18. (2) The catalyst class is: 31. Product: [Cl:1][C:2]1[CH:3]=[CH:4][C:5]([S:8]([N:11]([C@H:12]([CH2:16][CH:17]([CH3:19])[CH3:18])[C:13]([NH2:15])=[O:14])[CH2:32][C:31]2[CH:34]=[CH:35][C:28]([O:27][CH3:26])=[CH:29][CH:30]=2)(=[O:9])=[O:10])=[CH:6][CH:7]=1. Reactant: [Cl:1][C:2]1[CH:7]=[CH:6][C:5]([S:8]([NH:11][C@H:12]([CH2:16][CH:17]([CH3:19])[CH3:18])[C:13]([NH2:15])=[O:14])(=[O:10])=[O:9])=[CH:4][CH:3]=1.C([O-])([O-])=O.[K+].[K+].[CH3:26][O:27][C:28]1[CH:35]=[CH:34][C:31]([CH2:32]Cl)=[CH:30][CH:29]=1. (3) Reactant: [N+:1]([C:4]1[CH:12]=[CH:11][C:10]2[C:6](=[CH:7][N:8]([CH2:13][CH2:14][OH:15])[N:9]=2)[CH:5]=1)([O-:3])=[O:2].C(N(CC)CC)C.[CH3:23][S:24](Cl)(=[O:26])=[O:25]. Product: [CH3:23][S:24]([O:15][CH2:14][CH2:13][N:8]1[CH:7]=[C:6]2[C:10]([CH:11]=[CH:12][C:4]([N+:1]([O-:3])=[O:2])=[CH:5]2)=[N:9]1)(=[O:26])=[O:25]. The catalyst class is: 4. (4) Reactant: [CH3:1][O:2][CH2:3][CH2:4][N:5]1[CH2:10][CH2:9][N:8]2[N:11]=[C:12]([NH2:14])[CH:13]=[C:7]2[CH2:6]1.Br[C:16]1[C:17](=[O:25])[N:18]([CH3:24])[C:19]([CH3:23])=[C:20]([Br:22])[CH:21]=1.C(=O)([O-])[O-].[Cs+].[Cs+].CC1(C)C2C(=C(P(C3C=CC=CC=3)C3C=CC=CC=3)C=CC=2)OC2C(P(C3C=CC=CC=3)C3C=CC=CC=3)=CC=CC1=2. Product: [Br:22][C:20]1[CH:21]=[C:16]([NH:14][C:12]2[CH:13]=[C:7]3[CH2:6][N:5]([CH2:4][CH2:3][O:2][CH3:1])[CH2:10][CH2:9][N:8]3[N:11]=2)[C:17](=[O:25])[N:18]([CH3:24])[C:19]=1[CH3:23]. The catalyst class is: 102. (5) Reactant: [O:1]1CCO[CH:2]1[CH2:6][N:7]1[CH:11]=[C:10]([C:12]2[S:20][C:19]3[C:14](=[N:15][CH:16]=[CH:17][C:18]=3[O:21][C:22]3[CH:27]=[CH:26][C:25]([N+:28]([O-:30])=[O:29])=[CH:24][C:23]=3[F:31])[CH:13]=2)[CH:9]=[N:8]1.Cl. Product: [F:31][C:23]1[CH:24]=[C:25]([N+:28]([O-:30])=[O:29])[CH:26]=[CH:27][C:22]=1[O:21][C:18]1[CH:17]=[CH:16][N:15]=[C:14]2[CH:13]=[C:12]([C:10]3[CH:9]=[N:8][N:7]([CH2:6][CH:2]=[O:1])[CH:11]=3)[S:20][C:19]=12. The catalyst class is: 1. (6) Reactant: [C:1]1([C@H:7]2[C@@H:11]([C:12]3[CH:17]=[CH:16][CH:15]=[CH:14][CH:13]=3)[N:10]([C:18]([O:20][C:21]([CH3:24])([CH3:23])[CH3:22])=[O:19])[C:9](SC)=[N:8]2)[CH:6]=[CH:5][CH:4]=[CH:3][CH:2]=1.[F:27][C:28]1[CH:29]=[C:30]([CH:33]=[CH:34][CH:35]=1)[CH2:31][NH2:32]. Product: [C:21]([O:20][C:18]([N:10]1[C@H:11]([C:12]2[CH:17]=[CH:16][CH:15]=[CH:14][CH:13]=2)[C@H:7]([C:1]2[CH:6]=[CH:5][CH:4]=[CH:3][CH:2]=2)[N:8]=[C:9]1[NH:32][CH2:31][C:30]1[CH:33]=[CH:34][CH:35]=[C:28]([F:27])[CH:29]=1)=[O:19])([CH3:24])([CH3:23])[CH3:22]. The catalyst class is: 5. (7) Reactant: C(N(CC)CC)C.[NH2:8][CH:9]1[CH2:14][CH2:13][CH:12]([NH:15][C:16]2[N:21]=[C:20]([N:22]([CH3:35])[C:23]3[CH:28]=[CH:27][N:26]=[C:25]([C:29]4[CH:34]=[CH:33][CH:32]=[CH:31][CH:30]=4)[N:24]=3)[CH:19]=[CH:18][N:17]=2)[CH2:11][CH2:10]1.[C:36](OC(=O)C)(=[O:38])[CH3:37]. Product: [CH3:35][N:22]([C:23]1[CH:28]=[CH:27][N:26]=[C:25]([C:29]2[CH:34]=[CH:33][CH:32]=[CH:31][CH:30]=2)[N:24]=1)[C:20]1[CH:19]=[CH:18][N:17]=[C:16]([NH:15][CH:12]2[CH2:13][CH2:14][CH:9]([NH:8][C:36](=[O:38])[CH3:37])[CH2:10][CH2:11]2)[N:21]=1. The catalyst class is: 2.